From a dataset of Reaction yield outcomes from USPTO patents with 853,638 reactions. Predict the reaction yield, written as a fraction of the theoretical maximum amount of product (1.0 means a 100% yield; for example, 0.34 means a 34% yield). (1) The reactants are Br[C:2]1[CH:7]=[CH:6][C:5]([CH:8]([C:13]2[CH:18]=[CH:17][CH:16]=[CH:15][CH:14]=2)[C:9]([O:11][CH3:12])=[O:10])=[CH:4][CH:3]=1.[CH2:19]([O:21][P:22]([O-:26])[O:23][CH2:24][CH3:25])[CH3:20].C(N(CC)CC)C. The catalyst is C1(C)C=CC=CC=1. The product is [CH3:12][O:11][C:9]([CH:8]([C:13]1[CH:18]=[CH:17][CH:16]=[CH:15][CH:14]=1)[C:5]1[CH:6]=[CH:7][C:2]([P:22](=[O:26])([O:23][CH2:24][CH3:25])[O:21][CH2:19][CH3:20])=[CH:3][CH:4]=1)=[O:10]. The yield is 0.940. (2) The reactants are Cl.[Br:2][C:3]1[CH:8]=[CH:7][C:6]([O:9]N)=[CH:5][CH:4]=1.O=[C:12]1[CH2:18][CH2:17][CH2:16][CH2:15][N:14]([C:19]([O:21][C:22]([CH3:25])([CH3:24])[CH3:23])=[O:20])[CH2:13]1. No catalyst specified. The product is [Br:2][C:3]1[CH:8]=[CH:7][C:6]2[O:9][C:12]3[CH2:13][N:14]([C:19]([O:21][C:22]([CH3:25])([CH3:24])[CH3:23])=[O:20])[CH2:15][CH2:16][CH2:17][C:18]=3[C:5]=2[CH:4]=1. The yield is 0.140. (3) The reactants are [N+:1]([C:4]1[C:13]2[C:8](=[CH:9][CH:10]=[CH:11][CH:12]=2)[C:7]([O:14][CH2:15][C:16]2[CH:21]=[CH:20][N:19]=[C:18]([NH2:22])[N:17]=2)=[CH:6][CH:5]=1)([O-])=O.C(Cl)Cl.[H][H]. The catalyst is [Pt].CC(O)=O. The product is [NH2:1][C:4]1[C:13]2[C:8](=[CH:9][CH:10]=[CH:11][CH:12]=2)[C:7]([O:14][CH2:15][C:16]2[CH:21]=[CH:20][N:19]=[C:18]([NH2:22])[N:17]=2)=[CH:6][CH:5]=1. The yield is 0.640.